Dataset: hERG Central: cardiac toxicity at 1µM, 10µM, and general inhibition. Task: Predict hERG channel inhibition at various concentrations. (1) The molecule is COc1ccccc1NS(=O)(=O)c1cccc(NC(=O)c2nc3nc(C)cc(C)n3n2)c1. Results: hERG_inhib (hERG inhibition (general)): blocker. (2) The drug is Cc1cccn2c(=O)nc(SCC(=O)N3CCC(Cc4ccccc4)CC3)nc12. Results: hERG_inhib (hERG inhibition (general)): blocker.